Dataset: Reaction yield outcomes from USPTO patents with 853,638 reactions. Task: Predict the reaction yield, written as a fraction of the theoretical maximum amount of product (1.0 means a 100% yield; for example, 0.34 means a 34% yield). (1) The reactants are [Cl:1][C:2]1[CH:7]=[CH:6][C:5]([C:8](=O)[CH2:9][C:10]#[N:11])=[CH:4][CH:3]=1.[CH3:13][NH:14][NH2:15]. The catalyst is CCO. The product is [Cl:1][C:2]1[CH:7]=[CH:6][C:5]([C:8]2[CH:9]=[C:10]([NH2:11])[N:14]([CH3:13])[N:15]=2)=[CH:4][CH:3]=1. The yield is 0.460. (2) The reactants are [F:1][C:2]1[CH:7]=[CH:6][C:5]([C:8]2[C:9]3[CH:21]=[CH:20][C:19](=[O:22])[N:18]([C:23]4[CH:28]=[CH:27][CH:26]=[CH:25][C:24]=4[CH3:29])[C:10]=3[N:11]=[C:12](S(C)(=O)=O)[N:13]=2)=[C:4]([CH3:30])[CH:3]=1.[NH2:31][CH2:32][C:33]([CH3:36])([OH:35])[CH3:34]. No catalyst specified. The product is [F:1][C:2]1[CH:7]=[CH:6][C:5]([C:8]2[C:9]3[CH:21]=[CH:20][C:19](=[O:22])[N:18]([C:23]4[CH:28]=[CH:27][CH:26]=[CH:25][C:24]=4[CH3:29])[C:10]=3[N:11]=[C:12]([NH:31][CH2:32][C:33]([OH:35])([CH3:36])[CH3:34])[N:13]=2)=[C:4]([CH3:30])[CH:3]=1. The yield is 0.790. (3) The reactants are [OH-].[Na+].CO.[Cl:5][C:6]1[N:11]=[CH:10][C:9]2[C@@:12]3([C:23]4([CH2:28][CH2:27][C:26]([CH3:30])([CH3:29])[CH2:25][CH2:24]4)[N:22]4[C@@H:17]([C:18](=[O:43])[O:19][C@@H](C5C=CC=CC=5)[C@H]4C4C=CC=CC=4)[C@@H:16]3[C:44]3[CH:49]=[CH:48][CH:47]=[C:46]([Cl:50])[C:45]=3[F:51])[C:13](=[O:15])[NH:14][C:8]=2[CH:7]=1.[N+]([O-])([O-])=O.[NH4+].[NH4+].[Ce+4].[N+]([O-])([O-])=O.[N+]([O-])([O-])=O.[N+]([O-])([O-])=O.[N+]([O-])([O-])=O.[N+]([O-])([O-])=O. The catalyst is C(OCC)C. The product is [Cl:5][C:6]1[N:11]=[CH:10][C:9]2[C:12]3([C@@H:16]([C:44]4[CH:49]=[CH:48][CH:47]=[C:46]([Cl:50])[C:45]=4[F:51])[C@H:17]([C:18]([OH:43])=[O:19])[NH:22][C:23]43[CH2:28][CH2:27][C:26]([CH3:30])([CH3:29])[CH2:25][CH2:24]4)[C:13](=[O:15])[NH:14][C:8]=2[CH:7]=1. The yield is 0.650. (4) The product is [CH3:1][C:2]1[CH:7]=[CH:6][C:5]([NH:8][C:17](=[O:18])[C:16]2[CH:20]=[CH:21][CH:22]=[C:14]([C:13]([F:12])([F:23])[F:24])[CH:15]=2)=[CH:4][C:3]=1[N+:9]([O-:11])=[O:10]. The catalyst is C(Cl)Cl. The yield is 1.00. The reactants are [CH3:1][C:2]1[CH:7]=[CH:6][C:5]([NH2:8])=[CH:4][C:3]=1[N+:9]([O-:11])=[O:10].[F:12][C:13]([F:24])([F:23])[C:14]1[CH:15]=[C:16]([CH:20]=[CH:21][CH:22]=1)[C:17](Cl)=[O:18].C(N(CC)CC)C. (5) The reactants are [F:1][C:2]1[CH:19]=[C:18]([N+:20]([O-])=O)[CH:17]=[CH:16][C:3]=1[O:4][C:5]1[C:6]2[S:13][C:12]([S:14][CH3:15])=[CH:11][C:7]=2[N:8]=[CH:9][N:10]=1. The catalyst is CC(O)=O.[Fe]. The product is [F:1][C:2]1[CH:19]=[C:18]([NH2:20])[CH:17]=[CH:16][C:3]=1[O:4][C:5]1[C:6]2[S:13][C:12]([S:14][CH3:15])=[CH:11][C:7]=2[N:8]=[CH:9][N:10]=1. The yield is 0.950. (6) The reactants are [C:1]([O:5][C:6]([NH:8][C@@H:9]([CH2:13][C:14]1[CH:19]=[CH:18][CH:17]=[CH:16][CH:15]=1)[C:10]([OH:12])=[O:11])=[O:7])([CH3:4])([CH3:3])[CH3:2].C1CCC(N=C=NC2CCCCC2)CC1.C1C=CC2N(O)N=NC=2C=1.[N:45]12[CH2:52][CH2:51][CH:48]([CH2:49][CH2:50]1)[C@@H:47](O)[CH2:46]2. The catalyst is C1COCC1. The product is [C:1]([O:5][C:6]([NH:8][C@@H:9]([CH2:13][C:14]1[CH:15]=[CH:16][CH:17]=[CH:18][CH:19]=1)[C:10]([O:12][C@@H:47]1[CH:48]2[CH2:51][CH2:52][N:45]([CH2:50][CH2:49]2)[CH2:46]1)=[O:11])=[O:7])([CH3:4])([CH3:2])[CH3:3]. The yield is 0.800. (7) The reactants are Cl.Cl[C:3]1[N:12]=[C:11]([N:13]([C:15]2[CH:20]=[CH:19][C:18]([O:21][CH3:22])=[CH:17][CH:16]=2)[CH3:14])[C:10]2[C:5](=[CH:6][CH:7]=[CH:8][CH:9]=2)[N:4]=1.[NH2:23][CH2:24][CH2:25][CH2:26][OH:27].C(Cl)(Cl)Cl. The catalyst is CCCCO. The product is [CH3:22][O:21][C:18]1[CH:19]=[CH:20][C:15]([N:13]([CH3:14])[C:11]2[C:10]3[C:5](=[CH:6][CH:7]=[CH:8][CH:9]=3)[N:4]=[C:3]([NH:23][CH2:24][CH2:25][CH2:26][OH:27])[N:12]=2)=[CH:16][CH:17]=1. The yield is 0.790.